Dataset: Catalyst prediction with 721,799 reactions and 888 catalyst types from USPTO. Task: Predict which catalyst facilitates the given reaction. The catalyst class is: 11. Reactant: ClC(Cl)(O[C:5](=[O:11])OC(Cl)(Cl)Cl)Cl.[CH:13]([C:16]1[CH:21]=[CH:20][C:19]([NH2:22])=[CH:18][CH:17]=1)([CH3:15])[CH3:14].C(N(C(C)C)C(C)C)C.C[O:33][C:34](=O)[C:35]([CH3:49])([NH:37][CH2:38][C:39]1[C:48]2[C:43](=[CH:44][CH:45]=[CH:46][CH:47]=2)[N:42]=[CH:41][CH:40]=1)[CH3:36]. Product: [CH:13]([C:16]1[CH:21]=[CH:20][C:19]([N:22]2[C:34](=[O:33])[C:35]([CH3:49])([CH3:36])[N:37]([CH2:38][C:39]3[C:48]4[C:43](=[CH:44][CH:45]=[CH:46][CH:47]=4)[N:42]=[CH:41][CH:40]=3)[C:5]2=[O:11])=[CH:18][CH:17]=1)([CH3:15])[CH3:14].